The task is: Predict the reaction yield, written as a fraction of the theoretical maximum amount of product (1.0 means a 100% yield; for example, 0.34 means a 34% yield).. This data is from Reaction yield outcomes from USPTO patents with 853,638 reactions. (1) The reactants are [NH2:1][CH2:2][C:3]([N:5]1[C:13]2[C:8](=[CH:9][C:10](/[CH:14]=[CH:15]/[CH:16]([C:21]3[CH:26]=[C:25]([Cl:27])[C:24]([F:28])=[C:23]([Cl:29])[CH:22]=3)[C:17]([F:20])([F:19])[F:18])=[CH:11][CH:12]=2)[CH:7]=[CH:6]1)=[O:4].[F:30][C:31]([F:37])([F:36])[CH2:32][C:33](O)=[O:34].C1CN([P+](ON2N=NC3C=CC=CC2=3)(N2CCCC2)N2CCCC2)CC1.F[P-](F)(F)(F)(F)F.CCN(C(C)C)C(C)C. The catalyst is C(Cl)Cl. The product is [Cl:27][C:25]1[CH:26]=[C:21]([CH:16]([C:17]([F:19])([F:20])[F:18])/[CH:15]=[CH:14]/[C:10]2[CH:9]=[C:8]3[C:13](=[CH:12][CH:11]=2)[N:5]([C:3](=[O:4])[CH2:2][NH:1][C:33](=[O:34])[CH2:32][C:31]([F:37])([F:36])[F:30])[CH:6]=[CH:7]3)[CH:22]=[C:23]([Cl:29])[C:24]=1[F:28]. The yield is 0.600. (2) The reactants are [Cl:1][C:2]1[CH:7]=[CH:6][C:5]([C:8]2[S:9][CH:10]=[CH:11][C:12]=2[CH2:13][C:14]([NH:16][CH2:17][CH3:18])=[S:15])=[CH:4][CH:3]=1.[O:19]1[CH:23]=[CH:22][CH:21]=[C:20]1[C:24](Cl)=[O:25].[Cl-].[Al+3].[Cl-].[Cl-].O. The catalyst is ClCCl. The product is [Cl:1][C:2]1[CH:7]=[CH:6][C:5]([C:8]2[S:9][C:10]([C:24]([C:20]3[O:19][CH:23]=[CH:22][CH:21]=3)=[O:25])=[CH:11][C:12]=2[CH2:13][C:14]([NH:16][CH2:17][CH3:18])=[S:15])=[CH:4][CH:3]=1. The yield is 0.170. (3) The reactants are CCN(C(C)C)C(C)C.Cl.Cl.[CH3:12][C@H:13]1[C:21]2[C:20]([N:22]3[CH2:27][CH2:26][NH:25][CH2:24][CH2:23]3)=[N:19][CH:18]=[N:17][C:16]=2[CH2:15][CH2:14]1.[C:28]([O:32][C:33]([N:35]1[CH2:39][CH2:38][C:37]([C:43]2[CH:48]=[CH:47][C:46]([Cl:49])=[CH:45][CH:44]=2)([C:40](O)=[O:41])[CH2:36]1)=[O:34])([CH3:31])([CH3:30])[CH3:29].F[P-](F)(F)(F)(F)F.N1(OC(N(C)C)=[N+](C)C)C2C=CC=CC=2N=N1. The catalyst is C(Cl)Cl.CCOC(C)=O. The product is [Cl:49][C:46]1[CH:45]=[CH:44][C:43]([C:37]2([C:40]([N:25]3[CH2:26][CH2:27][N:22]([C:20]4[C:21]5[C@H:13]([CH3:12])[CH2:14][CH2:15][C:16]=5[N:17]=[CH:18][N:19]=4)[CH2:23][CH2:24]3)=[O:41])[CH2:38][CH2:39][N:35]([C:33]([O:32][C:28]([CH3:29])([CH3:30])[CH3:31])=[O:34])[CH2:36]2)=[CH:48][CH:47]=1. The yield is 0.690. (4) The reactants are [OH:1]O.[CH2:3]([C:5]1[CH:6]=[CH:7][C:8]([NH:11][C:12](=[O:17])[C:13]([CH3:16])([CH3:15])[CH3:14])=[N:9][CH:10]=1)[CH3:4].O. The catalyst is C(O)(=O)C. The product is [CH2:3]([C:5]1[CH:6]=[CH:7][C:8]([NH:11][C:12](=[O:17])[C:13]([CH3:16])([CH3:15])[CH3:14])=[N+:9]([O-:1])[CH:10]=1)[CH3:4]. The yield is 0.670.